Dataset: Experimentally validated miRNA-target interactions with 360,000+ pairs, plus equal number of negative samples. Task: Binary Classification. Given a miRNA mature sequence and a target amino acid sequence, predict their likelihood of interaction. (1) The miRNA is hsa-miR-4693-3p with sequence UGAGAGUGGAAUUCACAGUAUUU. The protein sequence of the target gene is MAADGVDERSPLLSASHSGNVTPTAPPYLQESSPRAELPPPYTAIASPGTSGIPVINCRVCQSLINLDGKLHQHVVKCTVCNEATPIKTPPTGKKYVRCPCNCLLICKDTSRRIGCPRPNCRRIINLGPVMLISEEQPAQPALPIQPEGTRVVCGHCGNTFLWMELRFNTLAKCPHCKKISSVGSALPRRRCCAYVTIGMICIFIAVGLTVGTQDFSRRFHATYVSWAIAYLLGLICLIRACYWGAIRVSYPEHGFA. Result: 0 (no interaction). (2) The miRNA is hsa-miR-6734-5p with sequence UUGAGGGGAGAAUGAGGUGGAGA. The protein sequence of the target gene is MKMASFLAFLLLNFRVCLLLLQLLMPHSAQFSVLGPSGPILAMVGEDADLPCHLFPTMSAETMELKWVSSSLRQVVNVYADGKEVEDRQSAPYRGRTSILRDGITAGKAALRIHNVTASDSGKYLCYFQDGDFYEKALVELKVAALGSDLHVDVKGYKDGGIHLECRSTGWYPQPQIQWSNNKGENIPTVEAPVVADGVGLYAVAASVIMRGSSGEGVSCTIRSSLLGLEKTASISIADPFFRSAQRWIAALAGTLPVLLLLLGGAGYFLWQQQEEKKTQFRKKKREQELREMAWSTMKQ.... Result: 0 (no interaction). (3) The miRNA is hsa-miR-451a with sequence AAACCGUUACCAUUACUGAGUU. The protein sequence of the target gene is MARPQRTPARSPDSIVEVKSKFDAEFRRFALPRASVSGFQEFSRLLRAVHQIPGLDVLLGYTDAHGDLLPLTNDDSLHRALASGPPPLRLLVQKRAEADSSGLAFASNSLQRRKKGLLLRPVAPLRTRPPLLISLPQDFRQVSSVIDVDLLPETHRRVRLHKHGSDRPLGFYIRDGMSVRVAPQGLERVPGIFISRLVRGGLAESTGLLAVSDEILEVNGIEVAGKTLDQVTDMMVANSHNLIVTVKPANQRNNVVRGASGRLTGPPSAGPGPAEPDSDDDSSDLVIENRQPPSSNGLSQ.... Result: 0 (no interaction). (4) The miRNA is hsa-miR-3682-3p with sequence UGAUGAUACAGGUGGAGGUAG. The protein sequence of the target gene is MRGLRQGIMKQLPILEPGDKPRKATWYTLTCPGDRPCPRVGHSCSYFPPVGDAESGKIFIVGGANPNQSFSDVHTMDLGTHQWDTATREGLLPRYEHASFLPSCSPHSIWVFGGADQSGNRNCLQVMSPEDRTWSTPEVTGSPPSPRTFHTSSAAIGNQLYVFGGGERGAQPVEDVKLHVFDANTLTWSQPETHGSPPSPRHGHVMVAAGTKLFIHGGLAGDKFFDDLHCIDIGDMSWQKLGPTGAVPVGCAAHAAVAVGHHVYMFGGMTATGALNMMYKYHTEKQHWTVLQFDTSLPAG.... Result: 0 (no interaction). (5) The miRNA is hsa-miR-6800-5p with sequence GUAGGUGACAGUCAGGGGCGG. The protein sequence of the target gene is MAGSPLLWGPRAGGVGLLVLLLLGLFRPPPALCARPVKEPRGLSAASPPLAETGAPRRFRRSVPRGEAAGAVQELARALAHLLEAERQERARAEAQEAEDQQARVLAQLLRVWGAPRNSDPALGLDDDPDAPAAQLARALLRARLDPAALAAQLVPAPVPAAALRPRPPVYDDGPAGPDAEEAGDETPDVDPELLRYLLGRILAGSADSEGVAAPRRLRRAADHDVGSELPPEGVLGALLRVKRLETPAPQVPARRLLPP. Result: 0 (no interaction). (6) The protein sequence of the target gene is MDYNRMNSFLEYPLCNRGPSAYSAHSAPTSFPPSSAQAVDSYASEGRYGGGLSSPAFQQNSGYPAQQPPSTLGVPFPSSAPSGYAPAACSPSYGPSQYYPLGQSEGDGGYFHPSSYGAQLGGLSDGYGAGGAGPGPYPPQHPPYGNEQTASFAPAYADLLSEDKETPCPSEPNTPTARTFDWMKVKRNPPKTAKVSEPGLGSPSGLRTNFTTRQLTELEKEFHFNKYLSRARRVEIAATLELNETQVKIWFQNRRMKQKKREREEGRVPPAPPGCPKEAAGDASDQSTCTSPEASPSSVT.... The miRNA is hsa-miR-3200-5p with sequence AAUCUGAGAAGGCGCACAAGGU. Result: 0 (no interaction). (7) The miRNA is hsa-miR-190a-3p with sequence CUAUAUAUCAAACAUAUUCCU. The protein sequence of the target gene is MESVALLQRPSQAPSASALASESARPLADGLIKSPKPLMKKQAVKRHHHKHNLRHRYEFLETLGKGTYGKVKKARESSGRLVAIKSIRKDKIKDEQDLLHIRREIEIMSSLNHPHIIAIHEVGRSRLVTVFENSSKIVIVMEYASRGDLYDYISERPRLSERDARHFFRQIVSALHYCHQNGIVHRDLKLENILLDANGNIKIADFGLSNLYHKGKFLQTFCGSPLYASPEIVNGKPYVGPEVDSWSLGVLLYILVHGTMPFDGQDHKTLVKQISNGAYREPPKPSDACGLIRWLLMVNP.... Result: 0 (no interaction). (8) The protein sequence of the target gene is MLGSLSLLWLAAMTTSLVSQPQILTLEDYQEGEEDDVTVATPSLAVRCDYDRCRHLQVSCQELQKVGPVACLCPGLSREDQQPEPPRLGEVQIMAEEGYAVVHWCAPFSPVSHYWLLLWESNGAPQKSAPLNATVRRAELKGLKPGVAYVLCVVAANDAGESNVPGAEVEGPENWTGPSFGPCRKFIMPPKPVTLVYAAVGVGTALALLSCAALVWHFCLRERWGCPRRQGMAQASEAL. Result: 0 (no interaction). The miRNA is hsa-miR-8083 with sequence CAGGACUUGACGGCUGCAACU.